Dataset: Full USPTO retrosynthesis dataset with 1.9M reactions from patents (1976-2016). Task: Predict the reactants needed to synthesize the given product. (1) Given the product [C:14]1([C:20]2[N:24]=[C:23]([N:1]3[CH2:5][CH2:4][C@H:3]([NH:6][C:7](=[O:13])[O:8][C:9]([CH3:10])([CH3:12])[CH3:11])[CH2:2]3)[O:22][N:21]=2)[CH:15]=[CH:16][CH:17]=[CH:18][CH:19]=1, predict the reactants needed to synthesize it. The reactants are: [NH:1]1[CH2:5][CH2:4][C@H:3]([NH:6][C:7](=[O:13])[O:8][C:9]([CH3:12])([CH3:11])[CH3:10])[CH2:2]1.[C:14]1([C:20]2[N:24]=[C:23](C(Cl)(Cl)Cl)[O:22][N:21]=2)[CH:19]=[CH:18][CH:17]=[CH:16][CH:15]=1. (2) Given the product [CH3:17][NH:16][C:14](=[O:15])[C:13]([CH3:19])([S:3]([CH3:2])(=[O:5])=[O:4])[CH3:18], predict the reactants needed to synthesize it. The reactants are: [Na+].[CH3:2][S:3]([O-:5])=[O:4].N1C=CC=CC=1.Br[C:13]([CH3:19])([CH3:18])[C:14]([NH:16][CH3:17])=[O:15].O. (3) Given the product [CH2:1]([O:3][CH2:4][CH2:5][O:6][C:7]1[CH:8]=[C:9]([CH3:34])[C:10]([C:14]2[CH:19]=[CH:18][CH:17]=[C:16]([CH2:20][O:21][C:22]3[CH:23]=[CH:24][C:25]([CH:28]4[CH2:37][CH:29]4[C:30]([O:32][CH3:33])=[O:31])=[CH:26][CH:27]=3)[CH:15]=2)=[C:11]([CH3:13])[CH:12]=1)[CH3:2], predict the reactants needed to synthesize it. The reactants are: [CH2:1]([O:3][CH2:4][CH2:5][O:6][C:7]1[CH:12]=[C:11]([CH3:13])[C:10]([C:14]2[CH:19]=[CH:18][CH:17]=[C:16]([CH2:20][O:21][C:22]3[CH:27]=[CH:26][C:25](/[CH:28]=[CH:29]/[C:30]([O:32][CH3:33])=[O:31])=[CH:24][CH:23]=3)[CH:15]=2)=[C:9]([CH3:34])[CH:8]=1)[CH3:2].[N+](=[CH2:37])=[N-].CN(N=O)C(N[N+]([O-])=O)=N.[OH-].[K+]. (4) The reactants are: [NH:1]1[C:9]2[C:4](=[CH:5][CH:6]=[CH:7][C:8]=2[C:10]([OH:12])=O)[CH:3]=[CH:2]1.CN(C(ON1N=NC2C=CC=CC1=2)=[N+](C)C)C.[B-](F)(F)(F)F.C(N(CC)C(C)C)(C)C.[C:44]([C:48]1[CH:65]=[CH:64][C:51]([CH2:52][NH:53][CH2:54][CH2:55][C:56]2[CH:61]=[CH:60][C:59]([F:62])=[C:58]([Cl:63])[CH:57]=2)=[CH:50][CH:49]=1)([CH3:47])([CH3:46])[CH3:45]. Given the product [C:44]([C:48]1[CH:65]=[CH:64][C:51]([CH2:52][N:53]([CH2:54][CH2:55][C:56]2[CH:61]=[CH:60][C:59]([F:62])=[C:58]([Cl:63])[CH:57]=2)[C:10]([C:8]2[CH:7]=[CH:6][CH:5]=[C:4]3[C:9]=2[NH:1][CH:2]=[CH:3]3)=[O:12])=[CH:50][CH:49]=1)([CH3:47])([CH3:45])[CH3:46], predict the reactants needed to synthesize it. (5) Given the product [C:19]1([CH2:18][CH2:17][O:16][CH:13]2[CH2:14][CH2:15][CH:10]([N:1]=[N+:2]=[N-:3])[CH2:11][CH:12]2[F:25])[CH:20]=[CH:21][CH:22]=[CH:23][CH:24]=1, predict the reactants needed to synthesize it. The reactants are: [N-:1]=[N+:2]=[N-:3].[Na+].CS(O[CH:10]1[CH2:15][CH2:14][CH:13]([O:16][CH2:17][CH2:18][C:19]2[CH:24]=[CH:23][CH:22]=[CH:21][CH:20]=2)[CH:12]([F:25])[CH2:11]1)(=O)=O.C(=O)(O)[O-].[Na+]. (6) Given the product [ClH:23].[OH:1][C:2]([C:5]1[N:10]=[CH:9][C:8]([C:11]2[CH:16]=[CH:15][N:14]=[C:13]([C:17]([OH:19])=[O:18])[CH:12]=2)=[CH:7][CH:6]=1)([CH3:4])[CH3:3], predict the reactants needed to synthesize it. The reactants are: [OH:1][C:2]([C:5]1[N:10]=[CH:9][C:8]([C:11]2[CH:16]=[CH:15][N:14]=[C:13]([C:17]([O:19]C(C)C)=[O:18])[CH:12]=2)=[CH:7][CH:6]=1)([CH3:4])[CH3:3].[ClH:23]. (7) Given the product [Cl:1][C:2]1[CH:3]=[C:4]([CH:21]=[CH:22][C:39]=1[Cl:41])[CH2:5][N:6]([CH3:20])[C:7]([C:9]1[CH2:10][N:11]([CH2:16][CH2:17][N:18]([CH3:19])[C:37]([NH2:36])=[O:38])[C:12](=[O:15])[C:13]=1[OH:14])=[O:8], predict the reactants needed to synthesize it. The reactants are: [Cl:1][C:2]1[CH:3]=[C:4]([CH:21]=[CH:22]C=1Cl)[CH2:5][N:6]([CH3:20])[C:7]([C:9]1[CH2:10][N:11]([CH2:16][CH2:17][NH:18][CH3:19])[C:12](=[O:15])[C:13]=1[OH:14])=[O:8].CCN(CC)CC.C[Si]([N:36]=[C:37]=[O:38])(C)C.[CH2:39]([Cl:41])Cl. (8) The reactants are: Br[C:2]1[CH:3]=[C:4]([C@H:8]([NH:23][CH3:24])[CH2:9][N:10]2[CH2:14][CH2:13][C@H:12]([O:15][Si:16]([C:19]([CH3:22])([CH3:21])[CH3:20])([CH3:18])[CH3:17])[CH2:11]2)[CH:5]=[CH:6][CH:7]=1.[CH:25]1[CH:30]=[CH:29]C(P([C:25]2[CH:26]=CC=[CH:29][CH:30]=2)[C:25]2[CH:26]=CC=[CH:29][CH:30]=2)=C[CH:26]=1.C#CCC. Given the product [C:26]([C:2]1[CH:3]=[C:4]([C@H:8]([NH:23][CH3:24])[CH2:9][N:10]2[CH2:14][CH2:13][C@H:12]([O:15][Si:16]([C:19]([CH3:20])([CH3:22])[CH3:21])([CH3:17])[CH3:18])[CH2:11]2)[CH:5]=[CH:6][CH:7]=1)#[C:25][CH2:30][CH3:29], predict the reactants needed to synthesize it.